From a dataset of NCI-60 drug combinations with 297,098 pairs across 59 cell lines. Regression. Given two drug SMILES strings and cell line genomic features, predict the synergy score measuring deviation from expected non-interaction effect. (1) Drug 1: CNC(=O)C1=CC=CC=C1SC2=CC3=C(C=C2)C(=NN3)C=CC4=CC=CC=N4. Drug 2: C1C(C(OC1N2C=NC(=NC2=O)N)CO)O. Cell line: DU-145. Synergy scores: CSS=6.68, Synergy_ZIP=1.18, Synergy_Bliss=4.99, Synergy_Loewe=-0.273, Synergy_HSA=2.62. (2) Synergy scores: CSS=27.1, Synergy_ZIP=-4.56, Synergy_Bliss=1.94, Synergy_Loewe=2.94, Synergy_HSA=2.92. Cell line: SNB-75. Drug 2: CC1C(C(CC(O1)OC2CC(OC(C2O)C)OC3=CC4=CC5=C(C(=O)C(C(C5)C(C(=O)C(C(C)O)O)OC)OC6CC(C(C(O6)C)O)OC7CC(C(C(O7)C)O)OC8CC(C(C(O8)C)O)(C)O)C(=C4C(=C3C)O)O)O)O. Drug 1: COC1=C(C=C2C(=C1)N=CN=C2NC3=CC(=C(C=C3)F)Cl)OCCCN4CCOCC4.